This data is from Catalyst prediction with 721,799 reactions and 888 catalyst types from USPTO. The task is: Predict which catalyst facilitates the given reaction. (1) Reactant: [Cl:1][C:2]1[CH:3]=[C:4]([CH:7]=[CH:8][CH:9]=1)[CH2:5][NH2:6].[CH2:10]([N:17]([CH2:28][C:29]1[CH:37]=[CH:36][C:32]([C:33](O)=[O:34])=[CH:31][CH:30]=1)[S:18]([C:21]1[CH:26]=[CH:25][C:24]([Cl:27])=[CH:23][CH:22]=1)(=[O:20])=[O:19])[C:11]1[CH:16]=[CH:15][CH:14]=[CH:13][CH:12]=1.C(N(CC)CC)C. Product: [CH2:10]([N:17]([CH2:28][C:29]1[CH:30]=[CH:31][C:32]([C:33]([NH:6][CH2:5][C:4]2[CH:7]=[CH:8][CH:9]=[C:2]([Cl:1])[CH:3]=2)=[O:34])=[CH:36][CH:37]=1)[S:18]([C:21]1[CH:26]=[CH:25][C:24]([Cl:27])=[CH:23][CH:22]=1)(=[O:20])=[O:19])[C:11]1[CH:12]=[CH:13][CH:14]=[CH:15][CH:16]=1. The catalyst class is: 2. (2) Reactant: [C:1]([O:5][C:6]([C@H:8]1[CH2:11][C@@H:10]([C:12]([OH:14])=[O:13])[C:9]1([CH3:16])[CH3:15])=[O:7])([CH3:4])([CH3:3])[CH3:2].CCN(C(C)C)C(C)C.[Cl:26][C:27]1[CH:35]=[C:34]([Cl:36])[CH:33]=[C:32]([Cl:37])[C:28]=1[C:29](Cl)=[O:30]. Product: [Cl:26][C:27]1[CH:35]=[C:34]([Cl:36])[CH:33]=[C:32]([Cl:37])[C:28]=1[C:29]([O:13][C:12]([C@@H:10]1[CH2:11][C@H:8]([C:6]([O:5][C:1]([CH3:4])([CH3:2])[CH3:3])=[O:7])[C:9]1([CH3:16])[CH3:15])=[O:14])=[O:30]. The catalyst class is: 1. (3) Reactant: [OH:1][C:2]1[CH:7]=[C:6]([Cl:8])[N:5]=[N:4][C:3]=1Cl.[CH:10]1([C:13]2[CH:18]=[CH:17][CH:16]=[C:15]([CH3:19])[C:14]=2[OH:20])[CH2:12][CH2:11]1.CC(CCC1C=CC=CC=1)CO.[OH-].[K+].Cl. Product: [Cl:8][C:6]1[N:5]=[N:4][C:3]([O:20][C:14]2[C:15]([CH3:19])=[CH:16][CH:17]=[CH:18][C:13]=2[CH:10]2[CH2:11][CH2:12]2)=[C:2]([OH:1])[CH:7]=1. The catalyst class is: 5. (4) Reactant: Cl[S:2]([N:5]=[C:6]=[O:7])(=[O:4])=[O:3].[C:8]([OH:12])([CH3:11])([CH3:10])[CH3:9].[CH3:13][C:14]1[N:19]=[C:18]([C:20]2[CH:25]=[CH:24][CH:23]=[C:22]([C:26]3[CH:27]=[C:28]([NH2:32])[CH:29]=[CH:30][CH:31]=3)[N:21]=2)[CH:17]=[C:16]([C:33]2[CH:38]=[CH:37][C:36]([C:39]([F:42])([F:41])[F:40])=[CH:35][CH:34]=2)[CH:15]=1.C(N(CC)CC)C. Product: [C:8]([O:12][C:6]([NH:5][S:2]([NH:32][C:28]1[CH:29]=[CH:30][CH:31]=[C:26]([C:22]2[N:21]=[C:20]([C:18]3[CH:17]=[C:16]([C:33]4[CH:38]=[CH:37][C:36]([C:39]([F:42])([F:41])[F:40])=[CH:35][CH:34]=4)[CH:15]=[C:14]([CH3:13])[N:19]=3)[CH:25]=[CH:24][CH:23]=2)[CH:27]=1)(=[O:4])=[O:3])=[O:7])([CH3:11])([CH3:10])[CH3:9]. The catalyst class is: 4.